Dataset: Reaction yield outcomes from USPTO patents with 853,638 reactions. Task: Predict the reaction yield, written as a fraction of the theoretical maximum amount of product (1.0 means a 100% yield; for example, 0.34 means a 34% yield). (1) The reactants are [CH3:1][C:2]1[CH:3]=[C:4]([C:8]([OH:10])=O)[O:5][C:6]=1[CH3:7].[CH3:11][O:12][C:13](=[O:20])[C@@H:14]([CH2:16][CH:17]([CH3:19])[CH3:18])[NH2:15]. No catalyst specified. The product is [CH3:7][C:6]1[O:5][C:4]([C:8]([NH:15][C@H:14]([CH2:16][CH:17]([CH3:19])[CH3:18])[C:13]([O:12][CH3:11])=[O:20])=[O:10])=[CH:3][C:2]=1[CH3:1]. The yield is 0.270. (2) The reactants are [CH:1]([C:4]1[N:5]=[C:6]([CH2:9][O:10][C:11]2[CH:16]=[CH:15][N:14]=[C:13](C(O)=O)[CH:12]=2)[S:7][CH:8]=1)([CH3:3])[CH3:2].C1(C)C=CC=CC=1.C([N:29]([CH2:32]C)CC)C.C1(P(N=[N+]=[N-])(C2C=CC=CC=2)=[O:41])C=CC=CC=1.[C:51]([OH:55])([CH3:54])([CH3:53])[CH3:52]. No catalyst specified. The product is [CH:1]([C:4]1[N:5]=[C:6]([CH2:9][O:10][C:11]2[CH:16]=[CH:15][N:14]=[C:13]([NH:29][C:32](=[O:41])[O:55][C:51]([CH3:54])([CH3:53])[CH3:52])[CH:12]=2)[S:7][CH:8]=1)([CH3:2])[CH3:3]. The yield is 0.530. (3) The reactants are [Cl:1][C:2]1[CH:7]=[CH:6][C:5]([C:8]2[CH:13]=[CH:12][C:11]([N:14]3[CH2:18][CH2:17][CH2:16][C:15]3=[O:19])=[CH:10][C:9]=2[CH2:20][O:21][C:22]2[CH:27]=[CH:26][C:25]([C:28]3[N:32]([CH:33]4[CH2:38][CH2:37][CH2:36][CH2:35][CH2:34]4)[C:31]4[S:39][C:40]([C:42]([O:44]C)=[O:43])=[CH:41][C:30]=4[N:29]=3)=[CH:24][CH:23]=2)=[CH:4][CH:3]=1.[OH-].[Na+].Cl. The catalyst is O1CCCC1.CO.[Cl-].[Na+].O. The product is [ClH:1].[Cl:1][C:2]1[CH:3]=[CH:4][C:5]([C:8]2[CH:13]=[CH:12][C:11]([N:14]3[CH2:18][CH2:17][CH2:16][C:15]3=[O:19])=[CH:10][C:9]=2[CH2:20][O:21][C:22]2[CH:23]=[CH:24][C:25]([C:28]3[N:32]([CH:33]4[CH2:38][CH2:37][CH2:36][CH2:35][CH2:34]4)[C:31]4[S:39][C:40]([C:42]([OH:44])=[O:43])=[CH:41][C:30]=4[N:29]=3)=[CH:26][CH:27]=2)=[CH:6][CH:7]=1. The yield is 0.880.